From a dataset of Forward reaction prediction with 1.9M reactions from USPTO patents (1976-2016). Predict the product of the given reaction. (1) The product is: [CH:1]1([CH2:4][N:5]2[C:13]3[N:12]=[C:11]([CH2:14][C:15]4[CH:16]=[CH:17][C:18]([N:21]([CH3:32])[C:22]([C:24]5[C:25]([CH3:31])=[N:26][N:27]([CH3:30])[CH:28]=5)=[O:23])=[CH:19][CH:20]=4)[NH:10][C:9]=3[C:8](=[O:33])[N:7]([CH2:34][C:35]3[CH:40]=[CH:39][CH:38]=[CH:37][C:36]=3[F:41])[C:6]2=[O:42])[CH2:2][CH2:3]1. Given the reactants [CH:1]1([CH2:4][N:5]2[C:13]3[N:12]=[C:11]([CH2:14][C:15]4[CH:20]=[CH:19][C:18]([N:21]([CH3:32])[C:22]([C:24]5[C:25]([CH3:31])=[N:26][N:27]([CH3:30])[C:28]=5Cl)=[O:23])=[CH:17][CH:16]=4)[NH:10][C:9]=3[C:8](=[O:33])[N:7]([CH2:34][C:35]3[CH:40]=[CH:39][CH:38]=[CH:37][C:36]=3[F:41])[C:6]2=[O:42])[CH2:3][CH2:2]1.C([O-])(=O)C.[Na+], predict the reaction product. (2) Given the reactants O1CCCCC1[O:7][NH:8][C:9]([C:11]1([S:17]([C:20]2[CH:21]=[N:22][C:23]([C:26]3[CH:31]=[CH:30][C:29]([O:32][CH2:33][C:34]([F:37])([F:36])[F:35])=[CH:28][CH:27]=3)=[CH:24][CH:25]=2)(=[O:19])=[O:18])[CH2:16][CH2:15][O:14][CH2:13][CH2:12]1)=[O:10].C(N(CC)CC)C.O.[OH:46]N1C2C=CC=CC=2N=N1.O1CCCCC1ON.Cl.CN(C)CCCN=C=NCC, predict the reaction product. The product is: [F:35][C:34]([F:37])([F:36])[C:33]([OH:46])=[O:32].[OH:7][NH:8][C:9]([C:11]1([S:17]([C:20]2[CH:21]=[N:22][C:23]([C:26]3[CH:31]=[CH:30][C:29]([O:32][CH2:33][C:34]([F:37])([F:36])[F:35])=[CH:28][CH:27]=3)=[CH:24][CH:25]=2)(=[O:19])=[O:18])[CH2:12][CH2:13][O:14][CH2:15][CH2:16]1)=[O:10].